Dataset: Forward reaction prediction with 1.9M reactions from USPTO patents (1976-2016). Task: Predict the product of the given reaction. (1) Given the reactants Br[CH2:2][C:3]([N:5]([CH2:8][CH3:9])[CH2:6][CH3:7])=[O:4].[NH2:10][C:11]1[CH:16]=[CH:15][C:14]([CH3:17])=[CH:13][CH:12]=1.[Cl:18][C:19]1[CH:20]=[C:21]([S:26](Cl)(=[O:28])=[O:27])[CH:22]=[CH:23][C:24]=1[CH3:25], predict the reaction product. The product is: [Cl:18][C:19]1[CH:20]=[C:21]([S:26]([N:10]([C:11]2[CH:16]=[CH:15][C:14]([CH3:17])=[CH:13][CH:12]=2)[CH2:2][C:3]([N:5]([CH2:8][CH3:9])[CH2:6][CH3:7])=[O:4])(=[O:28])=[O:27])[CH:22]=[CH:23][C:24]=1[CH3:25]. (2) Given the reactants Cl[C:2]1[C:11]2[C:6](=[CH:7][CH:8]=[CH:9][CH:10]=2)[C:5]([NH:12][C:13]2[CH:18]=[CH:17][C:16]([O:19][C:20]3[C:25]([C:26]4[CH:31]=[CH:30][N:29]=[C:28]([NH:32][CH3:33])[N:27]=4)=[CH:24][CH:23]=[CH:22][N:21]=3)=[CH:15][CH:14]=2)=[N:4][N:3]=1.C([Sn](CCCC)(CCCC)[C:39]1[S:40][CH:41]=[CH:42][N:43]=1)CCC, predict the reaction product. The product is: [CH3:33][NH:32][C:28]1[N:27]=[C:26]([C:25]2[C:20]([O:19][C:16]3[CH:17]=[CH:18][C:13]([NH:12][C:5]4[C:6]5[C:11](=[CH:10][CH:9]=[CH:8][CH:7]=5)[C:2]([C:39]5[S:40][CH:41]=[CH:42][N:43]=5)=[N:3][N:4]=4)=[CH:14][CH:15]=3)=[N:21][CH:22]=[CH:23][CH:24]=2)[CH:31]=[CH:30][N:29]=1. (3) Given the reactants Cl[C:2]([O:4][C:5]1[CH:10]=[CH:9][CH:8]=[CH:7][CH:6]=1)=[O:3].[N:11]1[CH:16]=[CH:15][CH:14]=[CH:13][C:12]=1[NH2:17].N1C=CC=CC=1, predict the reaction product. The product is: [N:11]1[CH:16]=[CH:15][CH:14]=[CH:13][C:12]=1[NH:17][C:2](=[O:3])[O:4][C:5]1[CH:10]=[CH:9][CH:8]=[CH:7][CH:6]=1. (4) Given the reactants [CH2:1]([N:8]1[CH2:12][C@@H:11]2[C@@H:13](CS([O-])(=O)=O)[CH2:14][CH2:15][C@H:10]2[CH2:9]1)[C:2]1[CH:7]=[CH:6][CH:5]=[CH:4][CH:3]=1.[N-:21]=[N+:22]=[N-:23].[Na+], predict the reaction product. The product is: [N:21]([C@H:13]1[C@H:11]2[C@H:10]([CH2:9][N:8]([CH2:1][C:2]3[CH:7]=[CH:6][CH:5]=[CH:4][CH:3]=3)[CH2:12]2)[CH2:15][CH2:14]1)=[N+:22]=[N-:23]. (5) Given the reactants [C:1]([C:3]1[CH:8]=[CH:7][C:6]([NH:9][CH:10]([C:14]2[CH:19]=[CH:18][C:17]([O:20][CH:21]([CH3:23])[CH3:22])=[C:16]([O:24][CH2:25][CH3:26])[CH:15]=2)[C:11]([OH:13])=[O:12])=[CH:5][CH:4]=1)#[N:2].[CH:27]1[CH:32]=[CH:31][CH:30]=[CH:29][CH:28]=1.C1C=[N:37][C:36]2[N:39](O)N=NC=2C=1.CC(C)N=C=NC(C)C, predict the reaction product. The product is: [C:1]([C:3]1[CH:4]=[CH:5][C:6]([NH:9][CH:10]([C:14]2[CH:19]=[CH:18][C:17]([O:20][CH:21]([CH3:22])[CH3:23])=[C:16]([O:24][CH2:25][CH3:26])[CH:15]=2)[C:11]([O:13][N:37]=[C:36]([C:27]2[CH:32]=[CH:31][CH:30]=[CH:29][CH:28]=2)[NH2:39])=[O:12])=[CH:7][CH:8]=1)#[N:2]. (6) Given the reactants [F:1][C:2]1[CH:10]=[C:9]([F:11])[CH:8]=[CH:7][C:3]=1[C:4]([Cl:6])=[O:5].[CH3:12][N:13]([CH3:27])[CH:14]1[CH2:19][CH2:18][C:17]([C:20]2[N:25]=[C:24]([NH2:26])[CH:23]=[CH:22][CH:21]=2)=[CH:16][CH2:15]1, predict the reaction product. The product is: [ClH:6].[ClH:6].[CH3:12][N:13]([CH3:27])[CH:14]1[CH2:19][CH2:18][C:17]([C:20]2[N:25]=[C:24]([NH:26][C:4](=[O:5])[C:3]3[CH:7]=[CH:8][C:9]([F:11])=[CH:10][C:2]=3[F:1])[CH:23]=[CH:22][CH:21]=2)=[CH:16][CH2:15]1. (7) Given the reactants F[C:2]1[CH:7]=[CH:6][CH:5]=[CH:4][C:3]=1[N+:8]([O-:10])=[O:9].[O:11]1[C:15]2([CH2:20][CH2:19][NH:18][CH2:17][CH2:16]2)[O:14][CH2:13][CH2:12]1, predict the reaction product. The product is: [N+:8]([C:3]1[CH:4]=[CH:5][CH:6]=[CH:7][C:2]=1[N:18]1[CH2:19][CH2:20][C:15]2([O:14][CH2:13][CH2:12][O:11]2)[CH2:16][CH2:17]1)([O-:10])=[O:9]. (8) Given the reactants [Cl:1][C:2]1[CH:3]=[C:4]2[C:8](=[CH:9][CH:10]=1)[NH:7][CH:6]=[CH:5]2.[H-].[Na+].Cl[C:14]1[N:18]([CH3:19])[N:17]=[C:16]([CH3:20])[C:15]=1[CH:21]=[O:22].O, predict the reaction product. The product is: [Cl:1][C:2]1[CH:3]=[C:4]2[C:8](=[CH:9][CH:10]=1)[N:7]([C:14]1[N:18]([CH3:19])[N:17]=[C:16]([CH3:20])[C:15]=1[CH:21]=[O:22])[CH:6]=[CH:5]2.